Dataset: CYP2C9 inhibition data for predicting drug metabolism from PubChem BioAssay. Task: Regression/Classification. Given a drug SMILES string, predict its absorption, distribution, metabolism, or excretion properties. Task type varies by dataset: regression for continuous measurements (e.g., permeability, clearance, half-life) or binary classification for categorical outcomes (e.g., BBB penetration, CYP inhibition). Dataset: cyp2c9_veith. The molecule is Cc1noc(C)c1-c1ccc2ncnc(NC3CC3)c2c1. The result is 0 (non-inhibitor).